This data is from Reaction yield outcomes from USPTO patents with 853,638 reactions. The task is: Predict the reaction yield, written as a fraction of the theoretical maximum amount of product (1.0 means a 100% yield; for example, 0.34 means a 34% yield). (1) The reactants are [CH2:1]([CH:5]1[CH2:10][CH2:9][CH:8]=[CH:7][C:6]1=O)[CH2:2][CH2:3][CH3:4].CC[O:14]CC. No catalyst specified. The product is [CH2:1]([C@@H:5]1[CH2:10][CH2:9][CH2:8][C:7](=[O:14])[CH2:6]1)[CH2:2][CH2:3][CH3:4]. The yield is 0.750. (2) The reactants are Cl[C:2]1[CH:7]=[C:6]([C:8]2[CH:13]=[C:12]([Cl:14])[CH:11]=[C:10]([Cl:15])[C:9]=2[Cl:16])[N:5]=[C:4]([NH2:17])[N:3]=1.[Br:18][C:19]1[CH:24]=[CH:23][C:22]([NH2:25])=[CH:21][CH:20]=1. No catalyst specified. The product is [Br:18][C:19]1[CH:24]=[CH:23][C:22]([NH:25][C:2]2[CH:7]=[C:6]([C:8]3[CH:13]=[C:12]([Cl:14])[CH:11]=[C:10]([Cl:15])[C:9]=3[Cl:16])[N:5]=[C:4]([NH2:17])[N:3]=2)=[CH:21][CH:20]=1. The yield is 0.450. (3) The reactants are [Br:1][C:2]1[CH:7]=[CH:6][C:5]([CH:8]2[CH2:12][CH2:11][CH2:10][NH:9]2)=[CH:4][CH:3]=1.[CH:13](O)=O.C=O. The catalyst is O. The product is [Br:1][C:2]1[CH:3]=[CH:4][C:5]([CH:8]2[CH2:12][CH2:11][CH2:10][N:9]2[CH3:13])=[CH:6][CH:7]=1. The yield is 0.910. (4) The catalyst is CN(C)C=O.O. The yield is 0.0600. The product is [Cl:23][C:24]1[CH:34]=[C:33]([C:35]2[CH2:40][CH2:39][C:38](=[O:41])[NH:37][N:36]=2)[CH:32]=[CH:31][C:25]=1[O:26][CH2:27][C:28]([NH:13][CH2:21][CH2:16][NH:17][C:18](=[O:65])[CH:19]([C:49]1[CH:54]=[CH:53][C:52]([O:55][CH2:56][C@@H:57]([OH:63])[CH2:58][NH:59][CH:60]([CH3:61])[CH3:62])=[CH:51][CH:50]=1)[CH3:20])=[O:30]. The reactants are Cl.CN(C)CCCN=C=NCC.[N:13]1[C:21]2[C:16](=[N:17][CH:18]=[CH:19][CH:20]=2)N(O)N=1.[Cl:23][C:24]1[CH:34]=[C:33]([C:35]2[CH2:40][CH2:39][C:38](=[O:41])[NH:37][N:36]=2)[CH:32]=[CH:31][C:25]=1[O:26][CH2:27][C:28]([OH:30])=O.NCCNC(=O)CC[C:49]1[CH:54]=[CH:53][C:52]([O:55][CH2:56][C@@H:57]([OH:63])[CH2:58][NH:59][CH:60]([CH3:62])[CH3:61])=[CH:51][CH:50]=1.[OH-:65].[Na+]. (5) The reactants are [NH2:1][C:2]1[S:3][C:4]([C:8]([NH:10][CH2:11][C:12]2[CH:17]=[CH:16][CH:15]=[CH:14][CH:13]=2)=[O:9])=[C:5]([CH3:7])[N:6]=1.[C:18](N1C=CN=C1)(N1C=CN=C1)=[O:19].[F:30][C:31]1[CH:44]=[CH:43][C:34]([CH2:35][NH:36][CH2:37][CH:38]([O:41][CH3:42])[O:39][CH3:40])=[CH:33][CH:32]=1. The catalyst is O1CCCC1. The product is [CH2:11]([NH:10][C:8]([C:4]1[S:3][C:2]([NH:1][C:18]([N:36]([CH2:37][CH:38]([O:39][CH3:40])[O:41][CH3:42])[CH2:35][C:34]2[CH:33]=[CH:32][C:31]([F:30])=[CH:44][CH:43]=2)=[O:19])=[N:6][C:5]=1[CH3:7])=[O:9])[C:12]1[CH:17]=[CH:16][CH:15]=[CH:14][CH:13]=1. The yield is 0.770. (6) The reactants are [CH2:1]([O:8][C:9](=[O:27])[NH:10][CH2:11][CH2:12][CH2:13][CH2:14][C:15]1[CH:20]=[CH:19][C:18]([O:21][CH2:22][CH2:23][CH2:24][C:25]#[N:26])=[CH:17][CH:16]=1)[C:2]1[CH:7]=[CH:6][CH:5]=[CH:4][CH:3]=1.[N-:28]=[N+:29]=[N-:30].[Na+].[Cl-].[NH4+]. The catalyst is CN(C=O)C. The product is [CH2:1]([O:8][C:9](=[O:27])[NH:10][CH2:11][CH2:12][CH2:13][CH2:14][C:15]1[CH:20]=[CH:19][C:18]([O:21][CH2:22][CH2:23][CH2:24][C:25]2[NH:30][N:29]=[N:28][N:26]=2)=[CH:17][CH:16]=1)[C:2]1[CH:7]=[CH:6][CH:5]=[CH:4][CH:3]=1. The yield is 0.760. (7) The reactants are [F:1][C:2]1[CH:3]=[C:4]2[C:8](=[CH:9][CH:10]=1)[NH:7][CH:6]=[C:5]2[CH2:11][CH2:12][CH2:13][CH2:14][NH:15][CH:16]1[CH2:25][C:24]2[C:19](=[CH:20][CH:21]=[CH:22][C:23]=2[O:26][CH3:27])[O:18][CH2:17]1.[CH:28](=O)[CH3:29].C(O)(=O)C.C([BH3-])#N.[Na+]. The catalyst is CO.CCCCCC.CCOC(C)=O. The product is [CH2:28]([N:15]([CH2:14][CH2:13][CH2:12][CH2:11][C:5]1[C:4]2[C:8](=[CH:9][CH:10]=[C:2]([F:1])[CH:3]=2)[NH:7][CH:6]=1)[CH:16]1[CH2:25][C:24]2[C:19](=[CH:20][CH:21]=[CH:22][C:23]=2[O:26][CH3:27])[O:18][CH2:17]1)[CH3:29]. The yield is 0.740.